From a dataset of Forward reaction prediction with 1.9M reactions from USPTO patents (1976-2016). Predict the product of the given reaction. (1) Given the reactants [CH2:1]([N:8]1[CH2:13][CH:12]2[CH:10]([CH:11]2[CH:14]=[N:15]O)[CH2:9]1)[C:2]1[CH:7]=[CH:6][CH:5]=[CH:4][CH:3]=1.[H-].[H-].[H-].[H-].[Li+].[Al+3], predict the reaction product. The product is: [CH2:1]([N:8]1[CH2:13][CH:12]2[CH:10]([CH:11]2[CH2:14][NH2:15])[CH2:9]1)[C:2]1[CH:3]=[CH:4][CH:5]=[CH:6][CH:7]=1. (2) Given the reactants [CH3:1][C:2]([O:5][C:6]([NH:8][C@@H:9]([C:18]([OH:20])=O)[CH2:10][CH2:11][C:12]1[CH:17]=[CH:16][CH:15]=[CH:14][CH:13]=1)=[O:7])([CH3:4])[CH3:3].CN(C(ON1N=N[C:31]2[CH:32]=[CH:33][CH:34]=[CH:35][C:30]1=2)=[N+](C)C)C.F[P-](F)(F)(F)(F)F.C1C=C[C:48]2[N:53](O)[N:52]=NC=2C=1.CC[N:57]([CH:61](C)C)C(C)C.CN(C=[O:68])C, predict the reaction product. The product is: [NH2:57][CH2:61][C:31]1[CH:32]=[C:33]([C:48]([NH:53][NH:52][C:18](=[O:20])[C@H:9]([NH:8][C:6]([O:5][C:2]([CH3:1])([CH3:3])[CH3:4])=[O:7])[CH2:10][CH2:11][C:12]2[CH:13]=[CH:14][CH:15]=[CH:16][CH:17]=2)=[O:68])[CH:34]=[CH:35][CH:30]=1. (3) Given the reactants [CH:1]1([C:4]2[CH2:8][C:7](=[O:9])[NH:6][N:5]=2)[CH2:3][CH2:2]1.[CH:10]1[C:19]2[C:14](=[CH:15][CH:16]=[CH:17][CH:18]=2)[CH:13]=[CH:12][N+:11]=1[O-], predict the reaction product. The product is: [CH:1]1([C:4]2=[N:5][NH:6][C:7](=[O:9])/[C:8]/2=[C:10]2\[NH:11][CH:12]=[CH:13][C:14]3[C:19]\2=[CH:18][CH:17]=[CH:16][CH:15]=3)[CH2:3][CH2:2]1.